From a dataset of Forward reaction prediction with 1.9M reactions from USPTO patents (1976-2016). Predict the product of the given reaction. (1) Given the reactants CN.Cl[C:4]1[CH:9]=[CH:8][C:7]([S:10][C:11]([F:14])([F:13])[F:12])=[CH:6][N:5]=1.[CH3:15][N:16]1C(=O)CCC1.C(=O)([O-])[O-].[K+].[K+], predict the reaction product. The product is: [CH3:15][NH:16][C:4]1[CH:9]=[CH:8][C:7]([S:10][C:11]([F:14])([F:13])[F:12])=[CH:6][N:5]=1. (2) The product is: [ClH:38].[ClH:38].[CH2:1]([N:8]([CH2:26][C:27]1[CH:32]=[CH:31][CH:30]=[CH:29][CH:28]=1)[C:9]1[CH:10]=[C:11]2[CH:17]=[C:16]([C:18](=[N:37][NH:36][C:33]([NH2:35])=[NH:34])[C:20]3[CH:25]=[CH:24][CH:23]=[CH:22][CH:21]=3)[NH:15][C:12]2=[CH:13][N:14]=1)[C:2]1[CH:7]=[CH:6][CH:5]=[CH:4][CH:3]=1. Given the reactants [CH2:1]([N:8]([CH2:26][C:27]1[CH:32]=[CH:31][CH:30]=[CH:29][CH:28]=1)[C:9]1[CH:10]=[C:11]2[CH:17]=[C:16]([C:18]([C:20]3[CH:25]=[CH:24][CH:23]=[CH:22][CH:21]=3)=O)[NH:15][C:12]2=[CH:13][N:14]=1)[C:2]1[CH:7]=[CH:6][CH:5]=[CH:4][CH:3]=1.[C:33]([NH:36][NH2:37])([NH2:35])=[NH:34].[ClH:38].Cl, predict the reaction product. (3) The product is: [Br:30][C:7]1[C:8](=[O:24])[N:9]([CH2:13][C:14]2[CH:23]=[CH:22][C:17]([C:18]([O:20][CH3:21])=[O:19])=[CH:16][N:15]=2)[C:10]([CH3:12])=[CH:11][C:6]=1[O:5][CH2:4][C:3]1[CH:25]=[CH:26][C:27]([F:29])=[CH:28][C:2]=1[F:1]. Given the reactants [F:1][C:2]1[CH:28]=[C:27]([F:29])[CH:26]=[CH:25][C:3]=1[CH2:4][O:5][C:6]1[CH:11]=[C:10]([CH3:12])[N:9]([CH2:13][C:14]2[CH:23]=[CH:22][C:17]([C:18]([O:20][CH3:21])=[O:19])=[CH:16][N:15]=2)[C:8](=[O:24])[CH:7]=1.[Br:30]N1C(=O)CCC1=O.C(=O)(O)[O-].[Na+], predict the reaction product. (4) Given the reactants [Br:1][C:2]1[C:10]2[C:5](=[N:6][CH:7]=[CH:8][CH:9]=2)[S:4][C:3]=1[CH2:11][OH:12], predict the reaction product. The product is: [Br:1][C:2]1[C:10]2[C:5](=[N:6][CH:7]=[CH:8][CH:9]=2)[S:4][C:3]=1[CH:11]=[O:12]. (5) Given the reactants C[O:2][C:3]1[N:8]=[C:7]([C:9]#[C:10][C@H:11]2[CH2:16][CH2:15][C@H:14]([C:17]([O:19][CH3:20])=[O:18])[CH2:13][NH:12]2)[C:6]([C:21]([O:23][CH3:24])=[O:22])=[CH:5][CH:4]=1.Cl, predict the reaction product. The product is: [OH:2][C:3]1[N:8]=[C:7]([CH2:9][CH2:10][C@H:11]2[CH2:16][CH2:15][C@H:14]([C:17]([O:19][CH3:20])=[O:18])[CH2:13][NH:12]2)[C:6]([C:21]([O:23][CH3:24])=[O:22])=[CH:5][CH:4]=1.